From a dataset of Full USPTO retrosynthesis dataset with 1.9M reactions from patents (1976-2016). Predict the reactants needed to synthesize the given product. (1) Given the product [CH:1]([C:5]1[C:13]2[O:12][C:11]3[CH:14]=[CH:15][C:16]([C:18]#[N:19])=[CH:17][C:10]=3[C:9]=2[CH:8]=[CH:7][C:6]=1[OH:20])([CH2:3][CH3:4])[CH3:2], predict the reactants needed to synthesize it. The reactants are: [CH:1]([C:5]1[C:13]2[O:12][C:11]3[CH:14]=[CH:15][C:16]([C:18]#[N:19])=[CH:17][C:10]=3[C:9]=2[CH:8]=[CH:7][C:6]=1[O:20]C)([CH2:3][CH3:4])[CH3:2].B(Br)(Br)Br.O. (2) Given the product [NH2:33][C:29]1[C:24]2[CH:23]=[CH:22][N:21]([C@H:13]3[C@@H:14]4[O:15][C:16]([CH3:20])([CH3:19])[O:17][C@@H:18]4[C@@H:11]([C@:8]([C:5]4[CH:6]=[CH:7][C:2]([Cl:1])=[C:3]([F:31])[CH:4]=4)([OH:10])[CH3:9])[O:12]3)[C:25]=2[N:26]=[CH:27][N:28]=1, predict the reactants needed to synthesize it. The reactants are: [Cl:1][C:2]1[CH:7]=[CH:6][C:5]([C@@:8]([C@@H:11]2[C@@H:18]3[C@@H:14]([O:15][C:16]([CH3:20])([CH3:19])[O:17]3)[C@H:13]([N:21]3[C:25]4[N:26]=[CH:27][N:28]=[C:29](Cl)[C:24]=4[CH:23]=[CH:22]3)[O:12]2)([OH:10])[CH3:9])=[CH:4][C:3]=1[F:31].[OH-].[NH4+:33]. (3) Given the product [CH3:25][S:22]([C:18]1[CH:17]=[C:16]([C:13]2[S:12][C:11]([C:10]3[N:6]([CH2:2][C:3]([O:5][CH2:31][Cl:30])=[O:4])[N:7]=[C:8]([C:26]([F:29])([F:28])[F:27])[CH:9]=3)=[CH:15][CH:14]=2)[CH:21]=[CH:20][CH:19]=1)(=[O:24])=[O:23], predict the reactants needed to synthesize it. The reactants are: C[CH:2]([N:6]1[C:10]([C:11]2[S:12][C:13]([C:16]3[CH:21]=[CH:20][CH:19]=[C:18]([S:22]([CH3:25])(=[O:24])=[O:23])[CH:17]=3)=[CH:14][CH:15]=2)=[CH:9][C:8]([C:26]([F:29])([F:28])[F:27])=[N:7]1)[C:3]([OH:5])=[O:4].[Cl:30][CH2:31]S(Cl)(=O)=O. (4) The reactants are: [CH:1]1([C:7]2[CH:28]=[CH:27][C:10]([C:11]([N:13]3[C:19]4[CH:20]=[CH:21][CH:22]=[CH:23][C:18]=4[CH2:17][N:16]4[CH:24]=[CH:25][CH:26]=[C:15]4[CH2:14]3)=[O:12])=[CH:9][CH:8]=2)[CH2:6][CH2:5][CH2:4][CH2:3][CH2:2]1.[C:29](Cl)(=[O:33])[C:30](Cl)=[O:31].[CH2:35]1[CH2:40][CH2:39][N:38]([CH:41]2[CH2:46][CH2:45][NH:44][CH2:43][CH2:42]2)[CH2:37][CH2:36]1. Given the product [N:38]1([CH:41]2[CH2:46][CH2:45][N:44]([C:29](=[O:33])[C:30]([C:24]3[N:16]4[C:15]([CH2:14][N:13]([C:11](=[O:12])[C:10]5[CH:27]=[CH:28][C:7]([CH:1]6[CH2:2][CH2:3][CH2:4][CH2:5][CH2:6]6)=[CH:8][CH:9]=5)[C:19]5[CH:20]=[CH:21][CH:22]=[CH:23][C:18]=5[CH2:17]4)=[CH:26][CH:25]=3)=[O:31])[CH2:43][CH2:42]2)[CH2:39][CH2:40][CH2:35][CH2:36][CH2:37]1, predict the reactants needed to synthesize it. (5) Given the product [C:28]([C:32]1[N:33]=[C:34]([N:11]2[CH2:9][CH2:8][C:15]([CH3:16])([CH3:20])[CH2:14]2)[C:35]2[N:40]=[N:39][N:38]([CH2:41][C:42]3[CH:47]=[CH:46][CH:45]=[CH:44][C:43]=3[Cl:48])[C:36]=2[N:37]=1)([CH3:31])([CH3:30])[CH3:29], predict the reactants needed to synthesize it. The reactants are: C(C1N=C(N2CCOCC2)[C:8]2N=N[N:11]([CH2:14][C:15]3[CH:20]=CC=C[C:16]=3Cl)[C:9]=2N=1)(C)(C)C.[C:28]([C:32]1[N:33]=[C:34](Cl)[C:35]2[N:40]=[N:39][N:38]([CH2:41][C:42]3[CH:47]=[CH:46][CH:45]=[CH:44][C:43]=3[Cl:48])[C:36]=2[N:37]=1)([CH3:31])([CH3:30])[CH3:29].CC1(C)CCNC1. (6) Given the product [Cl:9][C:10]1[CH:2]=[CH:3][C:4]([C:5]([N:7]([CH3:8])[CH3:6])=[O:1])=[CH:12][N:11]=1, predict the reactants needed to synthesize it. The reactants are: [O:1]1[CH2:5][CH2:4][CH2:3][CH2:2]1.[CH3:6][NH:7][CH3:8].[Cl:9][C:10]1C=CC(CCl)=[CH:12][N:11]=1. (7) Given the product [CH2:12]1[N:13]([CH2:16][CH2:17][C:18]2[CH:19]=[C:20]3[CH2:28][C:26]([NH:25][C:21]3=[CH:22][C:23]=2[Cl:24])=[O:27])[CH2:14][CH2:15][N:10]([C:7]2[C:5]3[C:4](=[CH:3][CH:2]=[CH:1][CH:6]=3)[S:9][N:8]=2)[CH2:11]1.[OH2:34].[ClH:36], predict the reactants needed to synthesize it. The reactants are: [CH:1]1[CH:2]=[CH:3][C:4]2[S:9][N:8]=[C:7]([N:10]3[CH2:15][CH2:14][N:13]([CH2:16][CH2:17][C:18]4[CH:19]=[C:20]5[CH2:28][C:26](=[O:27])[NH:25][C:21]5=[CH:22][C:23]=4[Cl:24])[CH2:12][CH2:11]3)[C:5]=2[CH:6]=1.CO.CN(C)C=[O:34].[ClH:36]. (8) Given the product [Cl:1][C:2]1[CH:3]=[CH:4][C:5]([CH3:10])=[C:6]([F:9])[C:7]=1[O:8][C:21]1[CH:26]=[CH:25][CH:24]=[CH:23][CH:22]=1, predict the reactants needed to synthesize it. The reactants are: [Cl:1][C:2]1[C:7]([OH:8])=[C:6]([F:9])[C:5]([CH3:10])=[CH:4][CH:3]=1.[F-].[Cs+].O([C:21]1[CH:26]=[CH:25][CH:24]=[CH:23][C:22]=1[Si](C)(C)C)S(C(F)(F)F)(=O)=O.